This data is from Forward reaction prediction with 1.9M reactions from USPTO patents (1976-2016). The task is: Predict the product of the given reaction. (1) Given the reactants [Br:1][C:2]1[CH:7]=[CH:6][C:5]([NH:8][C:9]2[C:10]([C:19]([OH:21])=O)=[CH:11][C:12]3[O:16][CH:15]=[N:14][C:13]=3[C:17]=2[F:18])=[C:4]([Cl:22])[CH:3]=1.C1C=CC2N(O)N=NC=2C=1.CCN=C=NCCCN(C)C.[CH3:44][C:45]1([CH3:53])[O:49][CH:48]([CH2:50][O:51][NH2:52])[CH2:47][O:46]1.[NH4+].[Cl-], predict the reaction product. The product is: [Br:1][C:2]1[CH:7]=[CH:6][C:5]([NH:8][C:9]2[C:10]([C:19]([NH:52][O:51][CH2:50][CH:48]3[CH2:47][O:46][C:45]([CH3:53])([CH3:44])[O:49]3)=[O:21])=[CH:11][C:12]3[O:16][CH:15]=[N:14][C:13]=3[C:17]=2[F:18])=[C:4]([Cl:22])[CH:3]=1. (2) Given the reactants Br[C:2]1[CH:3]=[CH:4][C:5]2[C:15]3[C:10](=[CH:11][N:12]=[CH:13][CH:14]=3)[CH:9]([CH3:16])[O:8][C:6]=2[CH:7]=1.[OH:17][CH2:18][C@@H:19]([N:24]1[C:32](=[O:33])[C:31]2[C:26](=[CH:27][CH:28]=[CH:29][CH:30]=2)[C:25]1=[O:34])[CH2:20][CH:21]([CH3:23])[CH3:22].C(=O)([O-])[O-].[Cs+].[Cs+], predict the reaction product. The product is: [CH3:22][CH:21]([CH3:23])[CH2:20][C@H:19]([N:24]1[C:25](=[O:34])[C:26]2[C:31](=[CH:30][CH:29]=[CH:28][CH:27]=2)[C:32]1=[O:33])[CH2:18][O:17][C:2]1[CH:3]=[CH:4][C:5]2[C:15]3[C:10](=[CH:11][N:12]=[CH:13][CH:14]=3)[CH:9]([CH3:16])[O:8][C:6]=2[CH:7]=1. (3) Given the reactants [CH3:1][C:2]1[CH:3]=[C:4]([CH:18]=[CH:19][C:20]=1[CH3:21])[C:5]([C:7]1[C:16](=[O:17])[C:15]2[C:10](=[CH:11][CH:12]=[CH:13][CH:14]=2)[NH:9][CH:8]=1)=[O:6].[H-].[Na+].[Br:24][C:25]1[CH:30]=[CH:29][CH:28]=[C:27]([CH:31](Br)[CH3:32])[N:26]=1, predict the reaction product. The product is: [Br:24][C:25]1[N:26]=[C:27]([CH:31]([N:9]2[C:10]3[C:15](=[CH:14][CH:13]=[CH:12][CH:11]=3)[C:16](=[O:17])[C:7]([C:5](=[O:6])[C:4]3[CH:18]=[CH:19][C:20]([CH3:21])=[C:2]([CH3:1])[CH:3]=3)=[CH:8]2)[CH3:32])[CH:28]=[CH:29][CH:30]=1.